Dataset: Full USPTO retrosynthesis dataset with 1.9M reactions from patents (1976-2016). Task: Predict the reactants needed to synthesize the given product. (1) Given the product [Br:24][C:7]1[O:6][C:5]([C:8]2[CH:23]=[CH:22][C:11]([CH2:12][N:13]3[C:17]4[CH:18]=[CH:19][CH:20]=[CH:21][C:16]=4[N:15]=[CH:14]3)=[CH:10][CH:9]=2)=[N:4][C:3]=1[CH2:2][Cl:1], predict the reactants needed to synthesize it. The reactants are: [Cl:1][CH2:2][C:3]1[N:4]=[C:5]([C:8]2[CH:23]=[CH:22][C:11]([CH2:12][N:13]3[C:17]4[CH:18]=[CH:19][CH:20]=[CH:21][C:16]=4[N:15]=[CH:14]3)=[CH:10][CH:9]=2)[O:6][CH:7]=1.[Br:24]N1C(=O)CCC1=O. (2) Given the product [Cl:16][CH2:12][CH2:11][N:8]1[CH2:9][CH2:10][CH:5]([S:2]([CH3:1])(=[O:4])=[O:3])[CH2:6][CH2:7]1, predict the reactants needed to synthesize it. The reactants are: [CH3:1][S:2]([CH:5]1[CH2:10][CH2:9][N:8]([CH2:11][CH2:12]O)[CH2:7][CH2:6]1)(=[O:4])=[O:3].S(Cl)([Cl:16])=O.C1COCC1. (3) Given the product [NH2:27][C:23]1[CH:22]=[C:21]([NH:20][C:18]2[CH:17]=[CH:16][N:15]=[C:14]([NH:13][C:10]3[CH:9]=[CH:8][C:7]([N:4]4[CH2:3][CH2:2][O:1][CH2:6][CH2:5]4)=[CH:12][CH:11]=3)[N:19]=2)[CH:26]=[CH:25][CH:24]=1, predict the reactants needed to synthesize it. The reactants are: [O:1]1[CH2:6][CH2:5][N:4]([C:7]2[CH:12]=[CH:11][C:10]([NH:13][C:14]3[N:19]=[C:18]([NH:20][C:21]4[CH:26]=[CH:25][CH:24]=[C:23]([N+:27]([O-])=O)[CH:22]=4)[CH:17]=[CH:16][N:15]=3)=[CH:9][CH:8]=2)[CH2:3][CH2:2]1. (4) Given the product [CH3:1][C:2]1[CH:3]=[C:4]([C:9]2[C:14]([O:15][CH2:16][C:17]([F:20])([F:18])[F:19])=[CH:13][N:12]=[C:11]([C:21]([NH:32][CH2:31][C:29]3[O:28][N:27]=[C:26]([O:25][CH3:24])[CH:30]=3)=[O:22])[CH:10]=2)[CH:5]=[CH:6][C:7]=1[CH3:8], predict the reactants needed to synthesize it. The reactants are: [CH3:1][C:2]1[CH:3]=[C:4]([C:9]2[C:14]([O:15][CH2:16][C:17]([F:20])([F:19])[F:18])=[CH:13][N:12]=[C:11]([C:21](O)=[O:22])[CH:10]=2)[CH:5]=[CH:6][C:7]=1[CH3:8].[CH3:24][O:25][C:26]1[CH:30]=[C:29]([CH2:31][NH2:32])[O:28][N:27]=1. (5) Given the product [CH3:23][O:22][C:17]1[CH:16]=[C:15]([O:24][CH3:25])[CH:14]=[C:13]2[C:18]=1[C:19](=[O:21])[NH:20][C:11]([C:8]1[CH:9]=[CH:10][C:5]([O:4][CH2:3][CH2:2][N:26]3[CH2:30][CH2:29][CH2:28][CH2:27]3)=[CH:6][CH:7]=1)=[N:12]2, predict the reactants needed to synthesize it. The reactants are: Br[CH2:2][CH2:3][O:4][C:5]1[CH:10]=[CH:9][C:8]([C:11]2[NH:20][C:19](=[O:21])[C:18]3[C:13](=[CH:14][C:15]([O:24][CH3:25])=[CH:16][C:17]=3[O:22][CH3:23])[N:12]=2)=[CH:7][CH:6]=1.[NH:26]1[CH2:30][CH2:29][CH2:28][CH2:27]1.